Dataset: Full USPTO retrosynthesis dataset with 1.9M reactions from patents (1976-2016). Task: Predict the reactants needed to synthesize the given product. (1) The reactants are: [Cl:1][C:2]1[C:7](OC)=[C:6]([O:10]C)[C:5]([O:12][CH2:13][C:14]2[C:19]([O:20][CH3:21])=[CH:18][CH:17]=[C:16]([F:22])[C:15]=2[F:23])=[CH:4][C:3]=1[N:24]1[C:32](=[O:33])[NH:31][C:30]2[C:25]1=[N:26][C:27]([CH3:36])=[N:28][C:29]=2[O:34][CH3:35].CO.Cl. Given the product [Cl:1][C:2]1[CH:7]=[C:6]([OH:10])[C:5]([O:12][CH2:13][C:14]2[C:19]([O:20][CH3:21])=[CH:18][CH:17]=[C:16]([F:22])[C:15]=2[F:23])=[CH:4][C:3]=1[N:24]1[C:32](=[O:33])[NH:31][C:30]2[C:25]1=[N:26][C:27]([CH3:36])=[N:28][C:29]=2[O:34][CH3:35], predict the reactants needed to synthesize it. (2) Given the product [NH2:1][C:3]1[C:8]([CH3:9])=[N:7][N:6]2[C:10]([CH2:13][C:14]3[CH:19]=[CH:18][C:17]([OH:20])=[CH:16][CH:15]=3)=[N:11][N:12]=[C:5]2[N:4]=1, predict the reactants needed to synthesize it. The reactants are: [NH3:1].Cl[C:3]1[C:8]([CH3:9])=[N:7][N:6]2[C:10]([CH2:13][C:14]3[CH:19]=[CH:18][C:17]([OH:20])=[CH:16][CH:15]=3)=[N:11][N:12]=[C:5]2[N:4]=1. (3) Given the product [CH3:22][O:23][C:24]1[CH:30]=[CH:29][C:27]([NH:28][C:2]2[C:3](=[O:21])[N:4]([CH2:14][C:15]3[CH:20]=[CH:19][CH:18]=[CH:17][N:16]=3)[C:5](=[O:13])[C:6]=2[C:7]2[CH:12]=[CH:11][CH:10]=[CH:9][CH:8]=2)=[CH:26][CH:25]=1, predict the reactants needed to synthesize it. The reactants are: Cl[C:2]1[C:3](=[O:21])[N:4]([CH2:14][C:15]2[CH:20]=[CH:19][CH:18]=[CH:17][N:16]=2)[C:5](=[O:13])[C:6]=1[C:7]1[CH:12]=[CH:11][CH:10]=[CH:9][CH:8]=1.[CH3:22][O:23][C:24]1[CH:30]=[CH:29][C:27]([NH2:28])=[CH:26][CH:25]=1. (4) Given the product [N:17]1[CH:18]=[CH:19][CH:20]=[C:15]([C:12]2[CH:13]=[C:14]3[C:6]([C:3]4[CH:4]=[CH:5][N:1]([CH:37]5[CH2:38][CH2:39][N:34]([C:27]([O:29][C:30]([CH3:33])([CH3:32])[CH3:31])=[O:28])[CH2:35][CH2:36]5)[N:2]=4)=[N:7][N:8]([CH:21]4[CH2:26][CH2:25][CH2:24][CH2:23][O:22]4)[C:9]3=[CH:10][N:11]=2)[CH:16]=1, predict the reactants needed to synthesize it. The reactants are: [NH:1]1[CH:5]=[CH:4][C:3]([C:6]2[C:14]3[C:9](=[CH:10][N:11]=[C:12]([C:15]4[CH:16]=[N:17][CH:18]=[CH:19][CH:20]=4)[CH:13]=3)[N:8]([CH:21]3[CH2:26][CH2:25][CH2:24][CH2:23][O:22]3)[N:7]=2)=[N:2]1.[C:27]([N:34]1[CH2:39][CH2:38][CH:37](Br)[CH2:36][CH2:35]1)([O:29][C:30]([CH3:33])([CH3:32])[CH3:31])=[O:28].C(=O)([O-])[O-].[Cs+].[Cs+]. (5) The reactants are: [Br:1][C:2]1[CH:3]=[N:4][CH:5]=[C:6]2[C:11]=1[N:10]=[C:9]([C:12]([OH:14])=O)[CH:8]=[CH:7]2.C(Cl)(=O)C(Cl)=O.[CH2:21]([NH2:27])[CH2:22][CH2:23][CH2:24][CH2:25][CH3:26].C(N(CC)CC)C. Given the product [Br:1][C:2]1[CH:3]=[N:4][CH:5]=[C:6]2[C:11]=1[N:10]=[C:9]([C:12]([NH:27][CH2:21][CH2:22][CH2:23][CH2:24][CH2:25][CH3:26])=[O:14])[CH:8]=[CH:7]2, predict the reactants needed to synthesize it. (6) Given the product [NH:4]1[C:12]2=[N:11][CH:10]=[CH:9][CH:8]=[C:7]2[C:6]([C:13]#[N:2])=[CH:5]1, predict the reactants needed to synthesize it. The reactants are: Cl.[NH2:2]O.[NH:4]1[C:12]2[C:7](=[CH:8][CH:9]=[CH:10][N:11]=2)[C:6]([CH:13]=O)=[CH:5]1.C(OC(=O)C)(=O)C.CCOC(C)=O. (7) The reactants are: [CH3:1][O:2][C:3]([C:5]1[N:6]([CH3:13])[CH:7]=[C:8]([N+:10]([O-])=O)[CH:9]=1)=[O:4].N1C=CC=C1.[F:19][C:20]([F:44])([F:43])[C:21]1[CH:26]=[CH:25][C:24]([S:27][CH2:28][CH2:29][O:30][C:31](=O)[O:32]C2C=CC([N+]([O-])=O)=CC=2)=[CH:23][CH:22]=1.CCN(C(C)C)C(C)C.C1C=CC2N(O)N=NC=2C=1. Given the product [CH3:13][N:6]1[CH:7]=[C:8]([NH:10][C:31]([O:30][CH2:29][CH2:28][S:27][C:24]2[CH:25]=[CH:26][C:21]([C:20]([F:19])([F:44])[F:43])=[CH:22][CH:23]=2)=[O:32])[CH:9]=[C:5]1[C:3]([O:2][CH3:1])=[O:4], predict the reactants needed to synthesize it. (8) Given the product [Cl:12][C:13]1[CH:14]=[C:15]([CH:18]=[C:19]([Cl:21])[CH:20]=1)[CH:16]=[C:7]([C:6](=[O:11])[CH3:5])[C:8](=[O:10])[CH3:9], predict the reactants needed to synthesize it. The reactants are: C(O)(=O)C.[CH3:5][C:6](=[O:11])[CH2:7][C:8](=[O:10])[CH3:9].[Cl:12][C:13]1[CH:14]=[C:15]([CH:18]=[C:19]([Cl:21])[CH:20]=1)[CH:16]=O. (9) Given the product [C:1]([C:4]1[C:25](=[O:26])[C@@:8]2([CH3:27])[C:9]3[C:15]([O:16][CH2:17][CH2:18][CH3:19])=[CH:14][C:13]([O:20][CH3:21])=[C:12]([C:22]([NH:24][CH2:40][C:31]4[C:32]5[C:37](=[CH:36][CH:35]=[CH:34][CH:33]=5)[CH:38]=[CH:39][C:30]=4[CH3:29])=[O:23])[C:10]=3[O:11][C:7]2=[CH:6][C:5]=1[OH:28])(=[O:3])[CH3:2], predict the reactants needed to synthesize it. The reactants are: [C:1]([C:4]1[C:25](=[O:26])[C@@:8]2([CH3:27])[C:9]3[C:15]([O:16][CH2:17][CH2:18][CH3:19])=[CH:14][C:13]([O:20][CH3:21])=[C:12]([C:22]([NH2:24])=[O:23])[C:10]=3[O:11][C:7]2=[CH:6][C:5]=1[OH:28])(=[O:3])[CH3:2].[CH3:29][C:30]1[CH:39]=[CH:38][C:37]2[C:32](=[CH:33][CH:34]=[CH:35][CH:36]=2)[C:31]=1[CH:40]=O.C([SiH](CC)CC)C.FC(F)(F)C(O)=O.